Predict the reaction yield, written as a fraction of the theoretical maximum amount of product (1.0 means a 100% yield; for example, 0.34 means a 34% yield). From a dataset of Reaction yield outcomes from USPTO patents with 853,638 reactions. (1) The reactants are [F:1][CH:2]([F:5])[CH2:3][OH:4].[H-].[Na+].Cl[C:9]1[N:17]=[C:16]([Cl:18])[CH:15]=[CH:14][C:10]=1[C:11]([NH2:13])=[O:12]. The catalyst is COCCOC.CN(C)C=O.O. The product is [Cl:18][C:16]1[CH:15]=[CH:14][C:10]([C:11]([NH2:13])=[O:12])=[C:9]([O:4][CH2:3][CH:2]([F:5])[F:1])[N:17]=1. The yield is 0.970. (2) The reactants are [CH2:1]([Mg]Br)[CH:2]=[CH2:3].[Br:6][C:7]1[CH:12]=[CH:11][C:10]([NH:13][C:14]2[C:22]([CH:23]=[O:24])=[C:21]3[N:17]([CH2:18][CH2:19][CH2:20]3)[C:16](=[O:25])[C:15]=2[F:26])=[C:9]([F:27])[CH:8]=1. The catalyst is C1COCC1. The product is [Br:6][C:7]1[CH:12]=[CH:11][C:10]([NH:13][C:14]2[C:22]([CH:23]([OH:24])[CH2:3][CH:2]=[CH2:1])=[C:21]3[N:17]([CH2:18][CH2:19][CH2:20]3)[C:16](=[O:25])[C:15]=2[F:26])=[C:9]([F:27])[CH:8]=1. The yield is 0.524. (3) The reactants are [CH3:1][O:2][C:3](=[O:10])[CH2:4][CH:5]1[CH2:8][C:7](=[O:9])[CH2:6]1.[BH4-].[Na+].O. The catalyst is CO. The product is [CH3:1][O:2][C:3](=[O:10])[CH2:4][C@H:5]1[CH2:8][C@@H:7]([OH:9])[CH2:6]1. The yield is 0.800. (4) The reactants are [OH-].[Na+].[C:3]([O:7][C:8]([N:10]1[CH2:15][CH2:14][N:13]([CH2:16][C:17]2[S:21][C:20]([C:22]3[CH:27]=[CH:26][CH:25]=[CH:24][CH:23]=3)=[N:19][C:18]=2[C:28]([O:30]CC)=[O:29])[CH2:12][CH2:11]1)=[O:9])([CH3:6])([CH3:5])[CH3:4]. The catalyst is CO.O1CCCC1. The product is [C:3]([O:7][C:8]([N:10]1[CH2:11][CH2:12][N:13]([CH2:16][C:17]2[S:21][C:20]([C:22]3[CH:23]=[CH:24][CH:25]=[CH:26][CH:27]=3)=[N:19][C:18]=2[C:28]([OH:30])=[O:29])[CH2:14][CH2:15]1)=[O:9])([CH3:6])([CH3:4])[CH3:5]. The yield is 0.640. (5) The reactants are [Br:1][C:2]1[C:3]([NH:14][C:15]2[CH:19]=[C:18]([CH:20]3[CH2:22][CH2:21]3)[NH:17][N:16]=2)=[N:4][C:5]([C:8]2[CH:13]=[CH:12][CH:11]=[CH:10][CH:9]=2)=[N:6][CH:7]=1.[CH3:23][C:24](OC(C)=O)=[O:25]. The catalyst is C1COCC1.O. The product is [Br:1][C:2]1[C:3]([NH:14][C:15]2[CH:19]=[C:18]([CH:20]3[CH2:22][CH2:21]3)[N:17]([C:24](=[O:25])[CH3:23])[N:16]=2)=[N:4][C:5]([C:8]2[CH:9]=[CH:10][CH:11]=[CH:12][CH:13]=2)=[N:6][CH:7]=1. The yield is 0.670. (6) The reactants are [CH2:1]([NH:3][S:4]([C:7]1[CH:8]=[N:9][N:10]2[C:15]([NH:16][C:17]3[CH:22]=[CH:21][C:20]([F:23])=[CH:19][C:18]=3[CH3:24])=[C:14]([C:25](OCC)=[O:26])[CH:13]=[N:12][C:11]=12)(=[O:6])=[O:5])[CH3:2].Cl.[F:31][C:32]1[CH:37]=[CH:36][C:35]([CH:38]2[CH2:43][CH2:42][NH:41][CH2:40][CH2:39]2)=[CH:34][CH:33]=1. No catalyst specified. The product is [CH2:1]([NH:3][S:4]([C:7]1[CH:8]=[N:9][N:10]2[C:15]([NH:16][C:17]3[CH:22]=[CH:21][C:20]([F:23])=[CH:19][C:18]=3[CH3:24])=[C:14]([C:25]([N:41]3[CH2:42][CH2:43][CH:38]([C:35]4[CH:34]=[CH:33][C:32]([F:31])=[CH:37][CH:36]=4)[CH2:39][CH2:40]3)=[O:26])[CH:13]=[N:12][C:11]=12)(=[O:5])=[O:6])[CH3:2]. The yield is 0.0300. (7) The reactants are [B:10]1([B:10]2[O:14][C:13]([CH3:16])([CH3:15])[C:12]([CH3:18])([CH3:17])[O:11]2)[O:14][C:13]([CH3:16])([CH3:15])[C:12]([CH3:18])([CH3:17])[O:11]1.Br[C:20]1[N:21]=[C:22]([O:41][CH3:42])[C:23]([N:26]([C:34]([O:36][C:37]([CH3:40])([CH3:39])[CH3:38])=[O:35])[C:27]([O:29][C:30]([CH3:33])([CH3:32])[CH3:31])=[O:28])=[N:24][CH:25]=1.C([O-])(=O)C.[K+]. The catalyst is C1(C)C=CC=CC=1. The product is [C:30]([O:29][C:27]([N:26]([C:23]1[C:22]([O:41][CH3:42])=[N:21][C:20]([B:10]2[O:11][C:12]([CH3:17])([CH3:18])[C:13]([CH3:15])([CH3:16])[O:14]2)=[CH:25][N:24]=1)[C:34]([O:36][C:37]([CH3:40])([CH3:39])[CH3:38])=[O:35])=[O:28])([CH3:31])([CH3:32])[CH3:33]. The yield is 1.00.